From a dataset of Full USPTO retrosynthesis dataset with 1.9M reactions from patents (1976-2016). Predict the reactants needed to synthesize the given product. (1) Given the product [CH2:1]([O:3][C:4](=[O:19])[CH2:5][CH:6]1[CH2:11][CH2:10][N:9]([C:12]([O:14][C:15]([CH3:18])([CH3:17])[CH3:16])=[O:13])[CH2:8][CH2:7]1)[CH3:2], predict the reactants needed to synthesize it. The reactants are: [CH2:1]([O:3][C:4](=[O:19])[CH:5]=[C:6]1[CH2:11][CH2:10][N:9]([C:12]([O:14][C:15]([CH3:18])([CH3:17])[CH3:16])=[O:13])[CH2:8][CH2:7]1)[CH3:2].[H][H]. (2) Given the product [CH:18]1([C:21]2[CH:22]=[C:23]([CH3:33])[C:24]([N:27]3[CH2:28][CH2:29][N:30]([C:13]([C:10]4[CH:11]=[N:12][C:7]([N:3]5[CH2:4][CH2:5][CH2:6][S:2]5(=[O:1])=[O:17])=[N:8][CH:9]=4)=[O:15])[CH2:31][CH2:32]3)=[N:25][CH:26]=2)[CH2:20][CH2:19]1, predict the reactants needed to synthesize it. The reactants are: [O:1]=[S:2]1(=[O:17])[CH2:6][CH2:5][CH2:4][N:3]1[C:7]1[N:12]=[CH:11][C:10]([C:13]([O:15]C)=O)=[CH:9][N:8]=1.[CH:18]1([C:21]2[CH:22]=[C:23]([CH3:33])[C:24]([N:27]3[CH2:32][CH2:31][NH:30][CH2:29][CH2:28]3)=[N:25][CH:26]=2)[CH2:20][CH2:19]1. (3) Given the product [F:18][C:19]1[CH:20]=[C:21]([C:26]2[CH:31]=[CH:30][N:29]=[C:28]([N:32]3[CH2:37][CH2:36][N:35]([C:8]([NH:7][C:3]4[N:2]=[N:1][CH:6]=[CH:5][CH:4]=4)=[O:15])[CH2:34][CH2:33]3)[N:27]=2)[CH:22]=[CH:23][C:24]=1[F:25], predict the reactants needed to synthesize it. The reactants are: [N:1]1[CH:6]=[CH:5][CH:4]=[C:3]([NH:7][C:8](=[O:15])OCC(Cl)(Cl)Cl)[N:2]=1.Cl.Cl.[F:18][C:19]1[CH:20]=[C:21]([C:26]2[CH:31]=[CH:30][N:29]=[C:28]([N:32]3[CH2:37][CH2:36][NH:35][CH2:34][CH2:33]3)[N:27]=2)[CH:22]=[CH:23][C:24]=1[F:25]. (4) Given the product [Br:1][C:23]1[S:22][C:21]([C:24]2[CH:29]=[CH:28][N:27]=[CH:26][CH:25]=2)=[N:20][C:19]=1[NH:18][C:16]([NH:15][C:13]1[CH:12]=[CH:11][CH:10]=[C:9]([CH2:8][N:5]([CH2:6][CH3:7])[CH2:3][CH3:4])[N:14]=1)=[O:17], predict the reactants needed to synthesize it. The reactants are: [Br:1]Br.[CH2:3]([N:5]([CH2:8][C:9]1[N:14]=[C:13]([NH:15][C:16]([NH:18][C:19]2[N:20]=[C:21]([C:24]3[CH:29]=[CH:28][N:27]=[CH:26][CH:25]=3)[S:22][CH:23]=2)=[O:17])[CH:12]=[CH:11][CH:10]=1)[CH2:6][CH3:7])[CH3:4]. (5) Given the product [Cl:17][CH2:13][C:4]1[C:5]([C:9]([F:12])([F:11])[F:10])=[CH:6][CH:7]=[CH:8][C:3]=1[O:2][CH3:1], predict the reactants needed to synthesize it. The reactants are: [CH3:1][O:2][C:3]1[CH:8]=[CH:7][CH:6]=[C:5]([C:9]([F:12])([F:11])[F:10])[C:4]=1[CH2:13]O.S(Cl)([Cl:17])=O. (6) Given the product [NH2:21][C:18]1[CH:17]=[C:16]([NH:32][C:33]2[CH:38]=[CH:37][C:36]([NH2:39])=[CH:35][N:34]=2)[C:15]([S:12]([NH:11][C:8]2[CH:9]=[CH:10][C:5]3[CH2:4][O:3][B:2]([OH:1])[C:6]=3[CH:7]=2)(=[O:14])=[O:13])=[N:20][CH:19]=1, predict the reactants needed to synthesize it. The reactants are: [OH:1][B:2]1[C:6]2[CH:7]=[C:8]([NH:11][S:12]([C:15]3[N:20]=[CH:19][C:18]([NH:21]C(=O)OCC4C=CC=CC=4)=[CH:17][C:16]=3[NH:32][C:33]3[CH:38]=[CH:37][C:36]([N+:39]([O-])=O)=[CH:35][N:34]=3)(=[O:14])=[O:13])[CH:9]=[CH:10][C:5]=2[CH2:4][O:3]1.